Regression. Given a peptide amino acid sequence and an MHC pseudo amino acid sequence, predict their binding affinity value. This is MHC class II binding data. From a dataset of Peptide-MHC class II binding affinity with 134,281 pairs from IEDB. (1) The peptide sequence is MAVYTLITAAIIHRE. The binding affinity (normalized) is 0.793. The MHC is DRB1_0101 with pseudo-sequence DRB1_0101. (2) The peptide sequence is LRTKLMTSRRVLEKE. The MHC is DRB1_0404 with pseudo-sequence DRB1_0404. The binding affinity (normalized) is 0.444. (3) The peptide sequence is SSTVKLRQNEFGPAR. The MHC is DRB1_0405 with pseudo-sequence DRB1_0405. The binding affinity (normalized) is 0.134. (4) The peptide sequence is LVGPTPANIIGRNLLTQIGC. The MHC is DRB1_1201 with pseudo-sequence DRB1_1201. The binding affinity (normalized) is 0.144. (5) The peptide sequence is TPEKEEPTAAPAEPE. The MHC is HLA-DQA10501-DQB10301 with pseudo-sequence HLA-DQA10501-DQB10301. The binding affinity (normalized) is 0.475.